This data is from Peptide-MHC class I binding affinity with 185,985 pairs from IEDB/IMGT. The task is: Regression. Given a peptide amino acid sequence and an MHC pseudo amino acid sequence, predict their binding affinity value. This is MHC class I binding data. (1) The peptide sequence is YFLESNFFI. The MHC is HLA-A02:11 with pseudo-sequence HLA-A02:11. The binding affinity (normalized) is 1.00. (2) The peptide sequence is CQSVCEEFFH. The MHC is HLA-A33:01 with pseudo-sequence HLA-A33:01. The binding affinity (normalized) is 0.0676. (3) The peptide sequence is VEMGIKNGP. The MHC is HLA-A26:02 with pseudo-sequence YYAMYRNNVAHTDANTLYIRYQNYTWAEWAYRWY. The binding affinity (normalized) is 0.0847.